Dataset: Forward reaction prediction with 1.9M reactions from USPTO patents (1976-2016). Task: Predict the product of the given reaction. (1) The product is: [OH:6][CH:5]([C:8]1[CH:13]=[CH:12][CH:11]=[CH:10][CH:9]=1)[CH2:14][S:15][C@H:16]1[C:19](=[O:20])[N:18]([C:21]2[CH:26]=[CH:25][CH:24]=[CH:23][CH:22]=2)[C@@H:17]1[C:27]1[CH:37]=[CH:36][C:30]([O:31][CH2:32][C:33]([NH:47][CH2:48][C:49]([NH:51][C@@H:52]([C:56]([OH:58])=[O:57])[CH:53]([CH3:54])[CH3:55])=[O:50])=[O:35])=[CH:29][CH:28]=1. Given the reactants CC1(C)C[O:6][C:5]([CH2:14][S:15][C@H:16]2[C:19](=[O:20])[N:18]([C:21]3[CH:26]=[CH:25][CH:24]=[CH:23][CH:22]=3)[C@@H:17]2[C:27]2[CH:37]=[CH:36][C:30]([O:31][CH2:32][C:33]([OH:35])=O)=[CH:29][CH:28]=2)([C:8]2[CH:13]=[CH:12][CH:11]=[CH:10][CH:9]=2)OC1.CN1CCOCC1.Cl.[NH2:47][CH2:48][C:49]([NH:51][C@@H:52]([C:56]([O:58]C(C)(C)C)=[O:57])[CH:53]([CH3:55])[CH3:54])=[O:50].CN(C(ON1N=NC2C=CC=CC1=2)=[N+](C)C)C.[B-](F)(F)(F)F.[BH4-].[Na+], predict the reaction product. (2) Given the reactants Br[C:2]1[CH:11]=[CH:10][C:9]2[N:8]=[CH:7][C:6]3[N:12]([CH3:25])[C:13](=[O:24])[N:14]([C:15]4[C:16]([CH3:23])=[N:17][N:18]([CH:20]([CH3:22])[CH3:21])[CH:19]=4)[C:5]=3[C:4]=2[CH:3]=1.O.[CH3:27][N:28]([CH3:38])[C:29]1[CH:34]=[CH:33][C:32](B(O)O)=[CH:31][N:30]=1, predict the reaction product. The product is: [CH3:27][N:28]([CH3:38])[C:29]1[N:30]=[CH:31][C:32]([C:2]2[CH:11]=[CH:10][C:9]3[N:8]=[CH:7][C:6]4[N:12]([CH3:25])[C:13](=[O:24])[N:14]([C:15]5[C:16]([CH3:23])=[N:17][N:18]([CH:20]([CH3:22])[CH3:21])[CH:19]=5)[C:5]=4[C:4]=3[CH:3]=2)=[CH:33][CH:34]=1.